This data is from Peptide-MHC class II binding affinity with 134,281 pairs from IEDB. The task is: Regression. Given a peptide amino acid sequence and an MHC pseudo amino acid sequence, predict their binding affinity value. This is MHC class II binding data. The peptide sequence is GNTPIFKSGRGCGSC. The MHC is HLA-DPA10103-DPB10301 with pseudo-sequence HLA-DPA10103-DPB10301. The binding affinity (normalized) is 0.